From a dataset of Reaction yield outcomes from USPTO patents with 853,638 reactions. Predict the reaction yield, written as a fraction of the theoretical maximum amount of product (1.0 means a 100% yield; for example, 0.34 means a 34% yield). The reactants are [O:1]=[C:2]1[C:7]2[CH:8]=[CH:9][CH:10]=[CH:11][C:6]=2[S:5][C:4]([C:12]2[N:17]=[C:16]([CH2:18][CH2:19][O:20][CH2:21][CH2:22][C:23]([O:25]C(C)(C)C)=[O:24])[CH:15]=[CH:14][CH:13]=2)=[N:3]1.FC(F)(F)C(O)=O. No catalyst specified. The product is [O:1]=[C:2]1[C:7]2[CH:8]=[CH:9][CH:10]=[CH:11][C:6]=2[S:5][C:4]([C:12]2[N:17]=[C:16]([CH2:18][CH2:19][O:20][CH2:21][CH2:22][C:23]([OH:25])=[O:24])[CH:15]=[CH:14][CH:13]=2)=[N:3]1. The yield is 0.850.